From a dataset of Retrosynthesis with 50K atom-mapped reactions and 10 reaction types from USPTO. Predict the reactants needed to synthesize the given product. (1) Given the product CC(C)(C)OC(=O)N1CCN(c2ccnc3ccc(CO)cc23)CC1, predict the reactants needed to synthesize it. The reactants are: COC(=O)c1ccc2nccc(N3CCN(C(=O)OC(C)(C)C)CC3)c2c1. (2) The reactants are: CC(C)[Mg+].O=Cc1ccc(OC(F)F)cc1. Given the product CC(C)C(O)c1ccc(OC(F)F)cc1, predict the reactants needed to synthesize it. (3) Given the product Cc1cc(NC(=O)c2nccnc2Br)ccn1, predict the reactants needed to synthesize it. The reactants are: COC(=O)c1nccnc1Br.Cc1cc(N)ccn1. (4) Given the product O=C(c1ccnc(Cl)c1)N1CC(c2ccc(F)cc2)C2(CCN(Cc3ccccc3)CC2)C1, predict the reactants needed to synthesize it. The reactants are: Fc1ccc(C2CNCC23CCN(Cc2ccccc2)CC3)cc1.O=C(Cl)c1ccnc(Cl)c1. (5) Given the product O=Cc1cc(Cl)ccc1OCCCCCBr, predict the reactants needed to synthesize it. The reactants are: BrCCCCCBr.O=Cc1cc(Cl)ccc1O.